Dataset: Catalyst prediction with 721,799 reactions and 888 catalyst types from USPTO. Task: Predict which catalyst facilitates the given reaction. Reactant: [OH:1][C:2]1[CH:10]=[C:9]([O:11][CH2:12][CH2:13][OH:14])[CH:8]=[CH:7][C:3]=1[C:4]([OH:6])=[O:5].Cl[CH2:16][C:17]1[C:26]2[C:21](=[CH:22][CH:23]=[CH:24][CH:25]=2)[CH:20]=[CH:19][CH:18]=1.C([O-])([O-])=O.[K+].[K+].[OH-].[Na+]. Product: [OH:14][CH2:13][CH2:12][O:11][C:9]1[CH:8]=[CH:7][C:3]([C:4]([OH:6])=[O:5])=[C:2]([O:1][CH2:16][C:17]2[C:26]3[C:21](=[CH:22][CH:23]=[CH:24][CH:25]=3)[CH:20]=[CH:19][CH:18]=2)[CH:10]=1. The catalyst class is: 121.